Task: Predict the reactants needed to synthesize the given product.. Dataset: Full USPTO retrosynthesis dataset with 1.9M reactions from patents (1976-2016) (1) Given the product [ClH:42].[CH3:3][C:4]([CH3:41])([CH3:40])[CH2:5][CH2:6][NH:7][C:8]([NH:10][C:11]1[CH:16]=[CH:15][C:14]([O:17][C:18]2[C:27]3[C:22](=[CH:23][C:24]([O:30][CH2:31][CH2:32][N:33]4[CH2:38][CH2:37][CH2:36][CH2:35][CH2:34]4)=[C:25]([O:28][CH3:29])[CH:26]=3)[N:21]=[CH:20][CH:19]=2)=[CH:13][C:12]=1[F:39])=[O:9], predict the reactants needed to synthesize it. The reactants are: CO.[CH3:3][C:4]([CH3:41])([CH3:40])[CH2:5][CH2:6][NH:7][C:8]([NH:10][C:11]1[CH:16]=[CH:15][C:14]([O:17][C:18]2[C:27]3[C:22](=[CH:23][C:24]([O:30][CH2:31][CH2:32][N:33]4[CH2:38][CH2:37][CH2:36][CH2:35][CH2:34]4)=[C:25]([O:28][CH3:29])[CH:26]=3)[N:21]=[CH:20][CH:19]=2)=[CH:13][C:12]=1[F:39])=[O:9].[ClH:42].CO. (2) Given the product [F:43][C:37]1[CH:38]=[C:39]2[C:34](=[CH:35][CH:36]=1)[NH:33][C:32]1[C:31](=[O:44])[O:2][CH2:42][CH2:41][C:40]2=1, predict the reactants needed to synthesize it. The reactants are: C[O:2]C1C=CC(P2(SP(C3C=CC(OC)=CC=3)(=S)S2)=S)=CC=1.C(N1[CH2:42][CH2:41][C:40]2[C:39]3[C:34](=[CH:35][CH:36]=[C:37]([F:43])[CH:38]=3)[NH:33][C:32]=2[C:31]1=[O:44])C1C=CC=CC=1. (3) Given the product [N:24]1([CH2:31][CH2:32][N:33]2[CH2:34][CH2:35][CH:36]([NH:39][C:18]([C:12]3[NH:13][C:14]4[C:10]([CH:11]=3)=[C:9]([O:8][CH2:1][C:2]3[CH:3]=[CH:4][CH:5]=[CH:6][CH:7]=3)[CH:17]=[CH:16][CH:15]=4)=[O:20])[CH2:37][CH2:38]2)[CH2:30][CH2:29][CH2:28][CH2:27][CH2:26][CH2:25]1, predict the reactants needed to synthesize it. The reactants are: [CH2:1]([O:8][C:9]1[CH:17]=[CH:16][CH:15]=[C:14]2[C:10]=1[CH:11]=[C:12]([C:18]([OH:20])=O)[NH:13]2)[C:2]1[CH:7]=[CH:6][CH:5]=[CH:4][CH:3]=1.Cl.Cl.Cl.[N:24]1([CH2:31][CH2:32][N:33]2[CH2:38][CH2:37][CH:36]([NH2:39])[CH2:35][CH2:34]2)[CH2:30][CH2:29][CH2:28][CH2:27][CH2:26][CH2:25]1. (4) Given the product [Cl-:2].[CH3:31][N+:10]1([CH2:9][O:8][C:6](=[O:7])[CH2:5][CH2:32][CH2:33][CH2:34][CH2:35][CH2:36][CH2:37][CH2:38][CH2:39][CH2:40][CH2:41][CH2:42][CH3:43])[CH2:15][CH2:14][N:13]([C:16]2[C:17]3[CH:29]=[C:28]([CH3:30])[S:27][C:18]=3[NH:19][C:20]3[CH:26]=[CH:25][CH:24]=[CH:23][C:21]=3[N:22]=2)[CH2:12][CH2:11]1, predict the reactants needed to synthesize it. The reactants are: [I-].[Cl-:2].[I-].C[C:5](C)([CH2:32][CH2:33][CH2:34][CH2:35][CH2:36][CH2:37][CH2:38][CH2:39][CH2:40][CH2:41][CH2:42][CH3:43])[C:6]([O:8][CH2:9][N+:10]1([CH3:31])[CH2:15][CH2:14][N:13]([C:16]2[C:17]3[CH:29]=[C:28]([CH3:30])[S:27][C:18]=3[NH:19][C:20]3[CH:26]=[CH:25][CH:24]=[CH:23][C:21]=3[N:22]=2)[CH2:12][CH2:11]1)=[O:7].[I-].C[N+]1(COC(=O)CCCCCCCCCCCCC)CCN(C2C3C=C(C)SC=3NC3C=CC=CC=3N=2)CC1. (5) Given the product [NH2:10][CH2:9][CH:8]([NH:7][C:6](=[O:24])[O:5][C:1]([CH3:2])([CH3:4])[CH3:3])[CH:21]([CH3:23])[CH3:22], predict the reactants needed to synthesize it. The reactants are: [C:1]([O:5][C:6](=[O:24])[NH:7][CH:8]([CH:21]([CH3:23])[CH3:22])[CH2:9][N:10]1C(=O)C2C(=CC=CC=2)C1=O)([CH3:4])([CH3:3])[CH3:2].O.NN. (6) Given the product [Cl:1][C:2]1[CH:30]=[CH:29][C:5]2[NH:6][C:7]([C@@H:9]([NH:13][C:14](=[O:15])[C:16]3[CH:24]=[CH:23][C:19]([C:20]([N:39]4[CH2:40][CH:45]=[CH:44][CH2:43]4)=[O:22])=[C:18]([C:25]([F:26])([F:28])[F:27])[CH:17]=3)[CH2:10][O:11][CH3:12])=[N:8][C:4]=2[CH:3]=1, predict the reactants needed to synthesize it. The reactants are: [Cl:1][C:2]1[CH:30]=[CH:29][C:5]2[NH:6][C:7]([C@@H:9]([NH:13][C:14]([C:16]3[CH:24]=[CH:23][C:19]([C:20]([OH:22])=O)=[C:18]([C:25]([F:28])([F:27])[F:26])[CH:17]=3)=[O:15])[CH2:10][O:11][CH3:12])=[N:8][C:4]=2[CH:3]=1.CN(C(O[N:39]1N=NC2C=[CH:43][CH:44]=[CH:45][C:40]1=2)=[N+](C)C)C.[B-](F)(F)(F)F.C(N(C(C)C)CC)(C)C.N1CC=CC1.ClCl. (7) Given the product [OH:14][C@H:3]([CH2:2][NH:15][C:16]1[CH:17]=[CH:18][C:19]([N:22]2[CH2:27][CH2:26][O:25][CH2:24][C:23]2=[O:28])=[CH:20][CH:21]=1)[CH2:4][NH:5][C:6]([C:8]1[S:9][C:10]([Cl:13])=[CH:11][CH:12]=1)=[O:7], predict the reactants needed to synthesize it. The reactants are: Br[CH2:2][C@@H:3]([OH:14])[CH2:4][NH:5][C:6]([C:8]1[S:9][C:10]([Cl:13])=[CH:11][CH:12]=1)=[O:7].[NH2:15][C:16]1[CH:21]=[CH:20][C:19]([N:22]2[CH2:27][CH2:26][O:25][CH2:24][C:23]2=[O:28])=[CH:18][CH:17]=1.